From a dataset of Reaction yield outcomes from USPTO patents with 853,638 reactions. Predict the reaction yield, written as a fraction of the theoretical maximum amount of product (1.0 means a 100% yield; for example, 0.34 means a 34% yield). (1) The reactants are C[O:2][C:3](=[O:25])[C:4]1[CH:9]=[CH:8][C:7]([O:10][CH2:11][C:12]2[C:13]([C:18]3[CH:23]=[CH:22][CH:21]=[C:20]([F:24])[CH:19]=3)=[N:14][O:15][C:16]=2[CH3:17])=[N:6][CH:5]=1.C(OC(=O)CN1CCCC(NC(C2C=NC(OCC3C(C4C=CC=CC=4)=NOC=3C)=CC=2)=O)C1)C. No catalyst specified. The product is [F:24][C:20]1[CH:19]=[C:18]([C:13]2[C:12]([CH2:11][O:10][C:7]3[CH:8]=[CH:9][C:4]([C:3]([OH:25])=[O:2])=[CH:5][N:6]=3)=[C:16]([CH3:17])[O:15][N:14]=2)[CH:23]=[CH:22][CH:21]=1. The yield is 0.950. (2) The reactants are [C:1]([NH:6][NH:7][C:8](=[O:18])[C:9]1[CH:14]=[CH:13][CH:12]=[C:11]([N+:15]([O-:17])=[O:16])[CH:10]=1)(=O)[CH:2]([CH3:4])[CH3:3].C(Br)(Br)(Br)Br.C1(P(C2C=CC=CC=2)C2C=CC=CC=2)C=CC=CC=1.OS([O-])(=O)=O.[K+]. The catalyst is ClCCl.C(OCC)C. The product is [CH:2]([C:1]1[O:18][C:8]([C:9]2[CH:14]=[CH:13][CH:12]=[C:11]([N+:15]([O-:17])=[O:16])[CH:10]=2)=[N:7][N:6]=1)([CH3:3])[CH3:4]. The yield is 0.760. (3) The reactants are [In].[CH3:2][O:3][CH:4]([O:7][CH3:8])[CH:5]=[O:6].[CH2:9](Br)[CH:10]=[CH2:11]. The catalyst is C(O)C. The product is [OH:6][CH:5]([CH2:11][CH:10]=[CH2:9])[CH:4]([O:7][CH3:8])[O:3][CH3:2]. The yield is 0.530. (4) The reactants are [OH:1][CH2:2][CH:3]([CH2:21][OH:22])[CH2:4][O:5][C:6]1[CH:13]=[C:12]([O:14][CH3:15])[C:11]([C:16]2[S:17][CH:18]=[CH:19][CH:20]=2)=[CH:10][C:7]=1[CH:8]=O.[C:23]([C:26]1[CH:31]=[CH:30][C:29]([S:32]([NH2:35])(=[O:34])=[O:33])=[CH:28][CH:27]=1)(=[O:25])[CH3:24].C[O-].[Li+]. The catalyst is CN(C)C=O.CO.O. The product is [OH:1][CH2:2][CH:3]([CH2:21][OH:22])[CH2:4][O:5][C:6]1[CH:13]=[C:12]([O:14][CH3:15])[C:11]([C:16]2[S:17][CH:18]=[CH:19][CH:20]=2)=[CH:10][C:7]=1/[CH:8]=[CH:24]/[C:23]([C:26]1[CH:27]=[CH:28][C:29]([S:32]([NH2:35])(=[O:34])=[O:33])=[CH:30][CH:31]=1)=[O:25]. The yield is 0.600. (5) The reactants are [Cl:1]C1C=CC=C(C(OO)=[O:9])C=1.[Cl:12][C:13]1[CH:36]=[CH:35][C:16]([NH:17][C:18]2[C:27]3[C:22](=[CH:23][C:24]([S:30][CH2:31][CH2:32][O:33][CH3:34])=[C:25]([O:28][CH3:29])[CH:26]=3)[N:21]=[CH:20][N:19]=2)=[C:15]([F:37])[CH:14]=1. The catalyst is C(Cl)Cl. The product is [ClH:1].[Cl:12][C:13]1[CH:36]=[CH:35][C:16]([NH:17][C:18]2[C:27]3[C:22](=[CH:23][C:24]([S:30]([CH2:31][CH2:32][O:33][CH3:34])=[O:9])=[C:25]([O:28][CH3:29])[CH:26]=3)[N:21]=[CH:20][N:19]=2)=[C:15]([F:37])[CH:14]=1. The yield is 0.380. (6) The reactants are [Br:1][C:2]1[CH:7]=[CH:6][C:5]([SH:8])=[CH:4][CH:3]=1.[H-].[Na+].[CH3:11][C:12]1([O:15][CH2:14]1)[CH3:13]. The catalyst is O1CCCC1.C(OCC)(=O)C. The product is [Br:1][C:2]1[CH:7]=[CH:6][C:5]([S:8][CH2:11][C:12]([CH3:14])([OH:15])[CH3:13])=[CH:4][CH:3]=1. The yield is 0.890. (7) The reactants are [Cl:1][C:2]1[CH:3]=[C:4]2[C:9](=[CH:10][C:11]=1[O:12][CH:13]([CH3:15])[CH3:14])[N:8]=[C:7]([O:16][CH3:17])[C:6]([CH:18]([OH:20])[CH3:19])=[CH:5]2. The catalyst is C(Cl)Cl. The product is [Cl:1][C:2]1[CH:3]=[C:4]2[C:9](=[CH:10][C:11]=1[O:12][CH:13]([CH3:15])[CH3:14])[N:8]=[C:7]([O:16][CH3:17])[C:6]([C:18](=[O:20])[CH3:19])=[CH:5]2. The yield is 0.720. (8) The reactants are [CH2:1](N(CC)CC)C.[OH:8][C:9]1[CH:13]=[CH:12][NH:11][N:10]=1.[C:14](O[C:14]([O:16][CH3:17])=[O:15])([O:16][CH3:17])=[O:15]. The catalyst is CO. The product is [OH:8][C:9]1[CH:13]=[C:12]([CH3:1])[N:11]([C:14]([O:16][CH3:17])=[O:15])[N:10]=1. The yield is 0.805. (9) The reactants are [C:1]([C:3]1[CH:4]=[C:5]([CH:9]=[CH:10][CH:11]=1)[C:6]([OH:8])=O)#[N:2].Cl.[CH3:13][C:14]1[C:18]([CH2:19][N:20]2[CH:24]=[C:23]([NH2:25])[CH:22]=[N:21]2)=[C:17]([CH3:26])[O:16][N:15]=1. No catalyst specified. The product is [C:1]([C:3]1[CH:4]=[C:5]([CH:9]=[CH:10][CH:11]=1)[C:6]([NH:25][C:23]1[CH:22]=[N:21][N:20]([CH2:19][C:18]2[C:14]([CH3:13])=[N:15][O:16][C:17]=2[CH3:26])[CH:24]=1)=[O:8])#[N:2]. The yield is 0.150. (10) The reactants are [Br:1][C:2]1[CH:3]=[CH:4][C:5]([OH:17])=[C:6]([C:8](=[O:16])[CH2:9][C:10]2[CH:15]=[CH:14][CH:13]=[CH:12][CH:11]=2)[CH:7]=1.[C:18](O[C:18](=O)[CH2:19][CH2:20][CH3:21])(=O)[CH2:19][CH2:20][CH3:21].Cl. The catalyst is C(N(CC)CC)C. The product is [Br:1][C:2]1[CH:7]=[C:6]2[C:5](=[CH:4][CH:3]=1)[O:17][C:18]([CH2:19][CH2:20][CH3:21])=[C:9]([C:10]1[CH:15]=[CH:14][CH:13]=[CH:12][CH:11]=1)[C:8]2=[O:16]. The yield is 0.560.